Dataset: Full USPTO retrosynthesis dataset with 1.9M reactions from patents (1976-2016). Task: Predict the reactants needed to synthesize the given product. (1) The reactants are: [NH:1]1[CH2:9][CH2:8][CH2:7][CH:3]([C:4]([OH:6])=[O:5])[CH2:2]1.[OH-].[Na+].[CH2:12]([O:19][C:20](Cl)=[O:21])[C:13]1[CH:18]=[CH:17][CH:16]=[CH:15][CH:14]=1.Cl. Given the product [CH2:12]([O:19][C:20]([N:1]1[CH2:9][CH2:8][CH2:7][CH:3]([C:4]([OH:6])=[O:5])[CH2:2]1)=[O:21])[C:13]1[CH:18]=[CH:17][CH:16]=[CH:15][CH:14]=1, predict the reactants needed to synthesize it. (2) The reactants are: [Br:1][C:2]1[CH:7]=[CH:6][C:5]([C@H:8]([NH2:10])[CH3:9])=[CH:4][CH:3]=1.[C:11](O[C:11]([O:13][C:14]([CH3:17])([CH3:16])[CH3:15])=[O:12])([O:13][C:14]([CH3:17])([CH3:16])[CH3:15])=[O:12]. Given the product [Br:1][C:2]1[CH:7]=[CH:6][C:5]([C@H:8]([NH:10][C:11](=[O:12])[O:13][C:14]([CH3:17])([CH3:16])[CH3:15])[CH3:9])=[CH:4][CH:3]=1, predict the reactants needed to synthesize it. (3) The reactants are: [OH:1][C:2]1[CH:10]=[CH:9][C:8]([C:11]2[N:12]([C:27]([O:29][C:30]([CH3:33])([CH3:32])[CH3:31])=[O:28])[C:13]3[C:18]([CH:19]=2)=[CH:17][C:16]([CH2:20][N:21]2[CH2:26][CH2:25][CH2:24][CH2:23][CH2:22]2)=[CH:15][CH:14]=3)=[C:7]2[C:3]=1[CH2:4][NH:5][C:6]2=[O:34].C(N(CC)CC)C.[F:42][C:43]1[CH:44]=[C:45]([S:50](Cl)(=[O:52])=[O:51])[CH:46]=[CH:47][C:48]=1[CH3:49]. Given the product [F:42][C:43]1[CH:44]=[C:45]([S:50]([O:1][C:2]2[CH:10]=[CH:9][C:8]([C:11]3[N:12]([C:27]([O:29][C:30]([CH3:31])([CH3:33])[CH3:32])=[O:28])[C:13]4[C:18]([CH:19]=3)=[CH:17][C:16]([CH2:20][N:21]3[CH2:26][CH2:25][CH2:24][CH2:23][CH2:22]3)=[CH:15][CH:14]=4)=[C:7]3[C:3]=2[CH2:4][NH:5][C:6]3=[O:34])(=[O:52])=[O:51])[CH:46]=[CH:47][C:48]=1[CH3:49], predict the reactants needed to synthesize it. (4) Given the product [CH3:20][C:21]1[N:22]=[CH:23][N:24]([C:26]2[CH:31]=[CH:30][C:29](/[CH:32]=[CH:33]/[C:34]3[N:52]=[C:37]4[CH:38]([C:42]5[CH:47]=[CH:46][CH:45]=[CH:44][C:43]=5[C:48]([F:50])([F:51])[F:49])[CH2:39][CH2:40][CH2:41][N:36]4[N:35]=3)=[N:28][C:27]=2[O:12][CH2:13][C:14]([F:15])([F:16])[F:17])[CH:25]=1, predict the reactants needed to synthesize it. The reactants are: C(=O)([O-])[O-].[Cs+].[Cs+].FC(F)(F)S([O:12][CH2:13][C:14]([F:17])([F:16])[F:15])(=O)=O.[CH3:20][C:21]1[N:22]=[CH:23][N:24]([C:26]2[C:27](O)=[N:28][C:29](/[CH:32]=[CH:33]/[C:34]3[N:52]=[C:37]4[C@H:38]([C:42]5[CH:47]=[CH:46][CH:45]=[CH:44][C:43]=5[C:48]([F:51])([F:50])[F:49])[CH2:39][CH2:40][CH2:41][N:36]4[N:35]=3)=[CH:30][CH:31]=2)[CH:25]=1.CN(C=O)C. (5) Given the product [OH:17][C:16]1[C:27](=[O:30])[N:12]([CH2:11][C:9](=[O:10])[N:8]([C:1]2[CH:6]=[CH:5][CH:4]=[CH:3][CH:2]=2)[CH2:7][C:4]2[CH:3]=[CH:2][CH:1]=[CH:6][CH:5]=2)[CH:13]=[CH:14][CH:15]=1, predict the reactants needed to synthesize it. The reactants are: [C:1]1(C2C=CC=CC=2)[CH:6]=[CH:5][C:4]([CH2:7][NH:8][C:9]([C:11]2[NH:12][C:13](C)=[CH:14][C:15](=O)[C:16]=2[OH:17])=[O:10])=[CH:3][CH:2]=1.Cl.[C:27]([OH:30])(=O)C. (6) Given the product [F:29][C:26]1[CH:25]=[CH:24][C:23]([C:18]2[N:17]=[C:16]([C:14]([OH:15])=[O:13])[CH:21]=[N:20][C:19]=2[O:5][CH2:4][CH:1]2[CH2:3][CH2:2]2)=[CH:28][CH:27]=1, predict the reactants needed to synthesize it. The reactants are: [CH:1]1([CH2:4][OH:5])[CH2:3][CH2:2]1.CC(C)([O-])C.[K+].C[O:13][C:14]([C:16]1[CH:21]=[N:20][C:19](Br)=[C:18]([C:23]2[CH:28]=[CH:27][C:26]([F:29])=[CH:25][CH:24]=2)[N:17]=1)=[O:15]. (7) Given the product [CH3:24][N:23]([CH3:25])[C:21]([C:4]1[N:5]([C:15]2[CH:20]=[CH:19][CH:18]=[CH:17][CH:16]=2)[C:6]2[C:11]([C:12](=[O:13])[C:3]=1[CH2:2][NH:1][C:34](=[O:35])[C:33]1[CH:32]=[CH:31][C:30]([S:27]([CH3:26])(=[O:29])=[O:28])=[CH:38][CH:37]=1)=[CH:10][CH:9]=[C:8]([Cl:14])[CH:7]=2)=[O:22], predict the reactants needed to synthesize it. The reactants are: [NH2:1][CH2:2][C:3]1[C:12](=[O:13])[C:11]2[C:6](=[CH:7][C:8]([Cl:14])=[CH:9][CH:10]=2)[N:5]([C:15]2[CH:20]=[CH:19][CH:18]=[CH:17][CH:16]=2)[C:4]=1[C:21]([N:23]([CH3:25])[CH3:24])=[O:22].[CH3:26][S:27]([C:30]1[CH:38]=[CH:37][C:33]([C:34](O)=[O:35])=[CH:32][CH:31]=1)(=[O:29])=[O:28].